This data is from Peptide-MHC class II binding affinity with 134,281 pairs from IEDB. The task is: Regression. Given a peptide amino acid sequence and an MHC pseudo amino acid sequence, predict their binding affinity value. This is MHC class II binding data. The peptide sequence is YQSYGPSGQYTHEFD. The MHC is DRB1_0701 with pseudo-sequence DRB1_0701. The binding affinity (normalized) is 0.